From a dataset of Full USPTO retrosynthesis dataset with 1.9M reactions from patents (1976-2016). Predict the reactants needed to synthesize the given product. The reactants are: [Cl:1][C:2]1[CH:7]=[CH:6][C:5]([C:8]2([C:13]([OH:15])=O)[CH2:12][CH2:11][CH2:10][CH2:9]2)=[CH:4][CH:3]=1.S(Cl)([Cl:18])=O. Given the product [Cl:1][C:2]1[CH:7]=[CH:6][C:5]([C:8]2([C:13]([Cl:18])=[O:15])[CH2:12][CH2:11][CH2:10][CH2:9]2)=[CH:4][CH:3]=1, predict the reactants needed to synthesize it.